From a dataset of Forward reaction prediction with 1.9M reactions from USPTO patents (1976-2016). Predict the product of the given reaction. (1) The product is: [F:68][C:65]1[CH:66]=[CH:67][C:62]([C@@H:9]([OH:8])[CH2:10][S:11][C@H:12]2[C:15](=[O:16])[N:14]([C:17]3[CH:18]=[CH:19][C:20]([C:23]#[C:24][CH2:25][NH:26][S:27]([CH3:30])(=[O:28])=[O:29])=[CH:21][CH:22]=3)[C@@H:13]2[C:31]2[CH:32]=[CH:33][C:34]([O:35][CH2:36][C:37]([NH:39][CH2:40][C:41]([NH:43][C@@H:44]([C:57]([OH:59])=[O:58])[CH2:45][CH2:46][CH2:47][CH2:48][NH2:49])=[O:42])=[O:38])=[CH:60][CH:61]=2)=[CH:63][CH:64]=1. Given the reactants [Si]([O:8][C@H:9]([C:62]1[CH:67]=[CH:66][C:65]([F:68])=[CH:64][CH:63]=1)[CH2:10][S:11][C@H:12]1[C:15](=[O:16])[N:14]([C:17]2[CH:22]=[CH:21][C:20]([C:23]#[C:24][CH2:25][NH:26][S:27]([CH3:30])(=[O:29])=[O:28])=[CH:19][CH:18]=2)[C@@H:13]1[C:31]1[CH:61]=[CH:60][C:34]([O:35][CH2:36][C:37]([NH:39][CH2:40][C:41]([NH:43][C@@H:44]([C:57]([OH:59])=[O:58])[CH2:45][CH2:46][CH2:47][CH2:48][NH:49]C(OC(C)(C)C)=O)=[O:42])=[O:38])=[CH:33][CH:32]=1)(C(C)(C)C)(C)C.[N+]([O-])([O-])=O.[N+]([O-])([O-])=O.[N+]([O-])([O-])=O.[N+]([O-])([O-])=O.[Ce+4].[N+]([O-])(O)=O.O, predict the reaction product. (2) Given the reactants Br[C:2]1[C:15]2[C:14](=[O:16])[N:13]([CH2:17][CH:18]3[CH2:22][CH2:21][CH2:20][O:19]3)[C:12](=[O:23])[C:11]3=[CH:24][C:25](Br)=[C:8]4[C:9]([C:10]=23)=[C:4]([C:5](=[O:34])[N:6]([CH2:28][CH:29]2[CH2:33][CH2:32][CH2:31][O:30]2)[C:7]4=[O:27])[CH:3]=1.[NH2:35][CH2:36][CH2:37][CH2:38][N:39]1[CH2:44][CH2:43][N:42]([CH3:45])[CH2:41][CH2:40]1, predict the reaction product. The product is: [CH3:45][N:42]1[CH2:41][CH2:40][N:39]([CH2:38][CH2:37][CH2:36][NH:35][C:2]2[C:15]3[C:14](=[O:16])[N:13]([CH2:17][CH:18]4[CH2:22][CH2:21][CH2:20][O:19]4)[C:12](=[O:23])[C:11]4=[CH:24][C:25]([NH:35][CH2:36][CH2:37][CH2:38][N:39]5[CH2:40][CH2:41][N:42]([CH3:45])[CH2:43][CH2:44]5)=[C:8]5[C:9]([C:10]=34)=[C:4]([C:5](=[O:34])[N:6]([CH2:28][CH:29]3[CH2:33][CH2:32][CH2:31][O:30]3)[C:7]5=[O:27])[CH:3]=2)[CH2:44][CH2:43]1.